The task is: Predict the reaction yield, written as a fraction of the theoretical maximum amount of product (1.0 means a 100% yield; for example, 0.34 means a 34% yield).. This data is from Reaction yield outcomes from USPTO patents with 853,638 reactions. (1) The reactants are FC1C=CC(F)=C2C=1C=CCO2.[Br:13][C:14]1[CH:19]=[C:18]([F:20])[CH:17]=[CH:16][C:15]=1[O:21][CH2:22][C:23]#[CH:24]. No catalyst specified. The product is [Br:13][C:14]1[CH:19]=[C:18]([F:20])[CH:17]=[C:16]2[C:15]=1[O:21][CH2:22][CH:23]=[CH:24]2. The yield is 0.460. (2) The reactants are [OH-].[Na+].[Si:3]([O:10][CH2:11][C:12]1[N:16]([CH2:17][C:18]([C:20]2[CH:25]=[CH:24][C:23]([Cl:26])=[CH:22][CH:21]=2)=[O:19])[C:15]([C:27]([O:29]C)=[O:28])=[CH:14][CH:13]=1)([C:6]([CH3:9])([CH3:8])[CH3:7])([CH3:5])[CH3:4]. The catalyst is O1CCOCC1. The product is [Si:3]([O:10][CH2:11][C:12]1[N:16]([CH2:17][C:18]([C:20]2[CH:25]=[CH:24][C:23]([Cl:26])=[CH:22][CH:21]=2)=[O:19])[C:15]([C:27]([OH:29])=[O:28])=[CH:14][CH:13]=1)([C:6]([CH3:9])([CH3:8])[CH3:7])([CH3:5])[CH3:4]. The yield is -0.950.